Task: Binary Classification. Given a drug SMILES string, predict its activity (active/inactive) in a high-throughput screening assay against a specified biological target.. Dataset: Tyrosyl-DNA phosphodiesterase HTS with 341,365 compounds (1) The drug is S(=O)(=O)(N(CC(=O)Nc1ccc(cc1)C(OCC)=O)c1ccc(cc1)C)c1c([nH]nc1C)C. The result is 0 (inactive). (2) The molecule is o1c2c(c(c1C(OCC(=O)NCc1ccccc1)=O)C)cccc2. The result is 0 (inactive).